This data is from Retrosynthesis with 50K atom-mapped reactions and 10 reaction types from USPTO. The task is: Predict the reactants needed to synthesize the given product. (1) The reactants are: C1NCC2CNCC1C2.Clc1ccc(I)cn1. Given the product Clc1ccc(N2CC3CNCC(C3)C2)cn1, predict the reactants needed to synthesize it. (2) Given the product CN1CCN(c2ccc(NC=C3C(=O)Nc4cc(C(=O)c5cccc(NC(=O)c6cc(C(C)(C)C)nn6C)c5)ccc43)cc2)CC1, predict the reactants needed to synthesize it. The reactants are: CN1CCN(c2ccc(N)cc2)CC1.Cn1nc(C(C)(C)C)cc1C(=O)Nc1cccc(C(=O)c2ccc3c(c2)NC(=O)C3=CO)c1. (3) Given the product Cc1cc(N2CCC(OCCOCCOCCOCCN=[N+]=[N-])CC2)cc(C)c1-c1csc(NC(=O)c2ccncc2)n1, predict the reactants needed to synthesize it. The reactants are: Cc1cc(N2CCC(O)CC2)cc(C)c1-c1csc(NC(=O)c2ccncc2)n1.[N-]=[N+]=NCCOCCOCCOCCI. (4) Given the product CN(C)C1=N[C@H]2[C@H](C[C@H](CO)[C@@H](OCc3ccccc3)[C@@H]2OCc2ccccc2)S1, predict the reactants needed to synthesize it. The reactants are: CN(C)C1=N[C@H]2[C@H](C[C@H](COCc3ccccc3)[C@@H](OCc3ccccc3)[C@@H]2OCc2ccccc2)S1.